From a dataset of Forward reaction prediction with 1.9M reactions from USPTO patents (1976-2016). Predict the product of the given reaction. (1) Given the reactants C[O:2][C:3](=O)[CH:4]([F:12])[C:5]1([CH2:10][CH3:11])[O:9][CH2:8][CH2:7][O:6]1.Cl.[NH2:15][OH:16].CO[Na], predict the reaction product. The product is: [CH2:10]([C:5]1([CH:4]([F:12])[C:3]([NH:15][OH:16])=[O:2])[O:9][CH2:8][CH2:7][O:6]1)[CH3:11]. (2) Given the reactants [F:1][C:2]1[CH:7]=[CH:6][C:5]([F:8])=[CH:4][C:3]=1[C:9]1[CH2:13][N:12]([C:14]([C@@H:16]([NH:21][C:22](=[O:45])[O:23][CH2:24][CH2:25][O:26][P:27]([O:37]CC2C=CC=CC=2)([O:29]CC2C=CC=CC=2)=[O:28])[C:17]([CH3:20])([CH3:19])[CH3:18])=[O:15])[C@H:11]([C:46]2[CH:51]=[CH:50][CH:49]=[CH:48][CH:47]=2)[CH:10]=1.C1CC=CCC=1, predict the reaction product. The product is: [F:1][C:2]1[CH:7]=[CH:6][C:5]([F:8])=[CH:4][C:3]=1[C:9]1[CH2:13][N:12]([C:14]([C@@H:16]([NH:21][C:22](=[O:45])[O:23][CH2:24][CH2:25][O:26][P:27]([OH:37])([OH:29])=[O:28])[C:17]([CH3:20])([CH3:18])[CH3:19])=[O:15])[C@H:11]([C:46]2[CH:51]=[CH:50][CH:49]=[CH:48][CH:47]=2)[CH:10]=1. (3) The product is: [C:1]([N:4]1[CH2:9][CH2:8][N:7]([C:10]2[CH:15]=[N:14][C:13]([CH2:16][CH2:17][C:18]3[CH:23]=[CH:22][C:21]([CH2:24][Cl:28])=[CH:20][CH:19]=3)=[CH:12][CH:11]=2)[CH2:6][CH2:5]1)(=[O:3])[CH3:2]. Given the reactants [C:1]([N:4]1[CH2:9][CH2:8][N:7]([C:10]2[CH:11]=[CH:12][C:13]([CH2:16][CH2:17][C:18]3[CH:23]=[CH:22][C:21]([CH2:24]O)=[CH:20][CH:19]=3)=[N:14][CH:15]=2)[CH2:6][CH2:5]1)(=[O:3])[CH3:2].S(Cl)([Cl:28])=O, predict the reaction product. (4) Given the reactants [Br:1][C:2]1[CH:3]=[C:4]([CH2:8][C:9]([O:11][CH2:12][CH3:13])=[O:10])[CH:5]=[N:6][CH:7]=1.C(O[CH:17](OCC)[N:18]([CH3:20])[CH3:19])C, predict the reaction product. The product is: [Br:1][C:2]1[CH:3]=[C:4](/[C:8](=[CH:17]/[N:18]([CH3:20])[CH3:19])/[C:9]([O:11][CH2:12][CH3:13])=[O:10])[CH:5]=[N:6][CH:7]=1. (5) Given the reactants [CH3:1][O:2][C:3]1[C:11]([O:12][CH3:13])=[CH:10][C:6]([C:7](O)=[O:8])=[C:5]([N+:14]([O-:16])=[O:15])[CH:4]=1.S(Cl)(Cl)=O.[NH3:21], predict the reaction product. The product is: [CH3:1][O:2][C:3]1[C:11]([O:12][CH3:13])=[CH:10][C:6]([C:7]([NH2:21])=[O:8])=[C:5]([N+:14]([O-:16])=[O:15])[CH:4]=1. (6) The product is: [F:1][C:2]1[CH:7]=[CH:6][C:5]([CH:8]([OH:39])[C:9]2[C:13]([CH2:14][NH:15][S:23]([C:26]3[CH:31]=[CH:30][C:29]([C:32]([F:35])([F:34])[F:33])=[CH:28][CH:27]=3)(=[O:24])=[O:25])=[CH:12][N:11]([CH2:36][O:37][CH3:38])[N:10]=2)=[CH:4][CH:3]=1. Given the reactants [F:1][C:2]1[CH:7]=[CH:6][C:5]([CH:8]([OH:39])[C:9]2[C:13]([CH2:14][N:15]([S:23]([C:26]3[CH:31]=[CH:30][C:29]([C:32]([F:35])([F:34])[F:33])=[CH:28][CH:27]=3)(=[O:25])=[O:24])C(=O)OC(C)(C)C)=[CH:12][N:11]([CH2:36][O:37][CH3:38])[N:10]=2)=[CH:4][CH:3]=1.FC(F)(F)C(O)=O, predict the reaction product. (7) The product is: [CH3:13][C:5]([CH3:14])([CH2:6][CH2:7][CH2:8][CH2:9][CH2:10][CH:11]=[CH2:12])[C:4]([OH:15])=[O:3]. Given the reactants C([O:3][C:4](=[O:15])[C:5]([CH3:14])([CH3:13])[CH2:6][CH2:7][CH2:8][CH2:9][CH2:10][CH:11]=[CH2:12])C.[Li+].[OH-], predict the reaction product.